Dataset: Full USPTO retrosynthesis dataset with 1.9M reactions from patents (1976-2016). Task: Predict the reactants needed to synthesize the given product. (1) Given the product [C@@H:6]1([O:24][C:25]2[C:29]([CH2:30][C:31]3[CH:36]=[CH:35][C:34]([O:37][CH2:38][CH2:39][NH:40][C:57]([NH:45][C:46]([CH2:49][OH:50])([CH3:51])[CH2:47][OH:48])=[O:58])=[CH:33][C:32]=3[CH3:41])=[C:28]([CH:42]([CH3:44])[CH3:43])[NH:27][N:26]=2)[O:7][C@H:8]([CH2:19][OH:20])[C@@H:9]([OH:15])[C@H:10]([OH:11])[C@H:5]1[OH:4], predict the reactants needed to synthesize it. The reactants are: C([O:4][C@@H:5]1[C@@H:10]([O:11]C(=O)C)[C@H:9]([O:15]C(=O)C)[C@@H:8]([CH2:19][O:20]C(=O)C)[O:7][C@H:6]1[O:24][C:25]1[C:29]([CH2:30][C:31]2[CH:36]=[CH:35][C:34]([O:37][CH2:38][CH2:39][NH2:40])=[CH:33][C:32]=2[CH3:41])=[C:28]([CH:42]([CH3:44])[CH3:43])[NH:27][N:26]=1)(=O)C.[NH2:45][C:46]([CH3:51])([CH2:49][OH:50])[CH2:47][OH:48].NCCN1CC[O:58][CH2:57]C1. (2) Given the product [CH:6]1[CH:5]=[C:4]2[C:63]([C:15]([OH:16])([OH:17])[C:2](=[O:97])[C:3]2=[CH:34][CH:39]=1)=[O:66], predict the reactants needed to synthesize it. The reactants are: N(C(OC(C)(C)C)=O)[C@H:2]([C:15]([OH:17])=[O:16])[CH2:3][CH2:4][CH2:5][CH2:6]NC(OC(C)(C)C)=O.CN(C(ON1N=NC2C=CC=[CH:39][C:34]1=2)=[N+](C)C)C.[B-](F)(F)(F)F.C1C=CC2N(O)N=NC=2C=1.N(C(OC(C)(C)C)=O)[C@H](C(OC1C=CC([N+]([O-])=O)=CC=1)=O)CC1C=C[C:63]([O:66]CC2C=CC=CC=2)=CC=1.CN(C=[O:97])C. (3) Given the product [Cl:8][C:4]1[CH:3]=[C:2]([CH:7]=[CH:6][CH:5]=1)[C:23]([C@@H:25]1[O:30][CH2:29][CH2:28][N:27]([C:31]([O:33][C:34]([CH3:37])([CH3:36])[CH3:35])=[O:32])[CH2:26]1)=[O:24], predict the reactants needed to synthesize it. The reactants are: Br[C:2]1[CH:7]=[CH:6][CH:5]=[C:4]([Cl:8])[CH:3]=1.[Li]CCCC.CCCCCC.CON(C)[C:23]([C@@H:25]1[O:30][CH2:29][CH2:28][N:27]([C:31]([O:33][C:34]([CH3:37])([CH3:36])[CH3:35])=[O:32])[CH2:26]1)=[O:24]. (4) Given the product [CH3:10][O:13][C:19]([C:2]1[CH:7]=[CH:6][C:5]([C:2]2[CH:7]=[CH:6][C:5]([OH:8])=[CH:4][C:3]=2[CH3:9])=[CH:4][CH:3]=1)=[O:20], predict the reactants needed to synthesize it. The reactants are: Br[C:2]1[CH:7]=[CH:6][C:5]([OH:8])=[CH:4][C:3]=1[CH3:9].[C:10](=[O:13])([O-])[O-].[Cs+].[Cs+].CN([CH:19]=[O:20])C. (5) The reactants are: [Br:1][C:2]1[CH:3]=[C:4]([CH:12](C#N)[C:13]([O:15]CC)=[O:14])[CH:5]=[C:6]([C:8]([F:11])([F:10])[F:9])[CH:7]=1.[OH-].[Na+].Cl. Given the product [Br:1][C:2]1[CH:3]=[C:4]([CH2:12][C:13]([OH:15])=[O:14])[CH:5]=[C:6]([C:8]([F:11])([F:10])[F:9])[CH:7]=1, predict the reactants needed to synthesize it. (6) Given the product [Cl:30][C:5]1[N:6]=[N:7][C:2]([CH3:1])=[C:3]([C:18]2[CH:23]=[CH:22][C:21]([C:24]([F:27])([F:26])[F:25])=[CH:20][CH:19]=2)[C:4]=1[C:9]1[C:14]([F:15])=[CH:13][C:12]([F:16])=[CH:11][C:10]=1[F:17], predict the reactants needed to synthesize it. The reactants are: [CH3:1][C:2]1[C:3]([C:18]2[CH:23]=[CH:22][C:21]([C:24]([F:27])([F:26])[F:25])=[CH:20][CH:19]=2)=[C:4]([C:9]2[C:14]([F:15])=[CH:13][C:12]([F:16])=[CH:11][C:10]=2[F:17])[C:5](=O)[NH:6][N:7]=1.P(Cl)(Cl)([Cl:30])=O. (7) Given the product [OH:3][CH:4]1[CH2:7][CH:6]([C:8]([O:10][CH2:11][C:12]2[CH:17]=[CH:16][CH:15]=[CH:14][CH:13]=2)=[O:9])[CH2:5]1, predict the reactants needed to synthesize it. The reactants are: [BH4-].[Na+].[O:3]=[C:4]1[CH2:7][CH:6]([C:8]([O:10][CH2:11][C:12]2[CH:17]=[CH:16][CH:15]=[CH:14][CH:13]=2)=[O:9])[CH2:5]1. (8) Given the product [CH2:32]([O:29][C:27]1[CH:28]=[C:23]([C:2]2[N:3]=[C:4]([C:15]3[CH:16]=[C:17]([O:22][CH2:43][CH2:42][CH2:41][CH2:40][CH2:39][CH2:38][CH2:37][CH2:36][CH2:35][CH2:34][CH2:33][CH3:32])[CH:18]=[C:19]([O:21][CH2:43][CH2:42][CH2:41][CH2:40][CH2:39][CH2:38][CH2:37][CH2:36][CH2:35][CH2:34][CH2:33][CH3:32])[CH:20]=3)[N:5]=[C:6]([C:7]3[CH:12]=[C:11]([O:13][CH2:43][CH2:42][CH2:41][CH2:40][CH2:39][CH2:38][CH2:37][CH2:36][CH2:35][CH2:34][CH2:33][CH3:32])[CH:10]=[C:9]([O:47][CH2:44][CH2:32][CH2:33][CH2:34][CH2:35][CH2:36][CH2:37][CH2:38][CH2:39][CH2:40][CH2:65][CH3:66])[CH:8]=3)[N:1]=2)[CH:24]=[C:25]([O:30][CH2:43][CH2:42][CH2:41][CH2:40][CH2:39][CH2:38][CH2:37][CH2:36][CH2:35][CH2:34][CH2:33][CH3:32])[CH:26]=1)[CH2:33][CH2:34][CH2:35][CH2:36][CH2:37][CH2:38][CH2:39][CH2:40][CH2:41][CH2:42][CH3:43], predict the reactants needed to synthesize it. The reactants are: [N:1]1[C:6]([C:7]2[CH:8]=[C:9](O)[CH:10]=[C:11]([OH:13])[CH:12]=2)=[N:5][C:4]([C:15]2[CH:16]=[C:17]([OH:22])[CH:18]=[C:19]([OH:21])[CH:20]=2)=[N:3][C:2]=1[C:23]1[CH:24]=[C:25]([OH:30])[CH:26]=[C:27]([OH:29])[CH:28]=1.Br[CH2:32][CH2:33][CH2:34][CH2:35][CH2:36][CH2:37][CH2:38][CH2:39][CH2:40][CH2:41][CH2:42][CH3:43].[C:44]([O-:47])([O-])=O.[K+].[K+].C1O[CH2:66][CH2:65]OCCOCCOCCOCCOC1. (9) Given the product [CH3:1][N:2]1[C:6]2[CH:7]=[CH:8][C:9]([N:11]3[CH:16]=[C:15]([C:17]4[NH:51][N:50]=[N:49][N:18]=4)[C:14](=[O:19])[N:13]([C@H:20]4[C:28]5[C:23](=[C:24]([C:29]([F:31])([F:32])[F:30])[CH:25]=[CH:26][CH:27]=5)[CH2:22][CH2:21]4)[C:12]3=[O:33])=[CH:10][C:5]=2[S:4][C:3]1=[O:34], predict the reactants needed to synthesize it. The reactants are: [CH3:1][N:2]1[C:6]2[CH:7]=[CH:8][C:9]([N:11]3[CH:16]=[C:15]([C:17]#[N:18])[C:14](=[O:19])[N:13]([C@H:20]4[C:28]5[C:23](=[C:24]([C:29]([F:32])([F:31])[F:30])[CH:25]=[CH:26][CH:27]=5)[CH2:22][CH2:21]4)[C:12]3=[O:33])=[CH:10][C:5]=2[S:4][C:3]1=[O:34].C([Sn](=O)CCCC)CCC.C[Si]([N:49]=[N+:50]=[N-:51])(C)C.C(O)C.